Regression. Given a peptide amino acid sequence and an MHC pseudo amino acid sequence, predict their binding affinity value. This is MHC class I binding data. From a dataset of Peptide-MHC class I binding affinity with 185,985 pairs from IEDB/IMGT. (1) The binding affinity (normalized) is 0. The peptide sequence is TSNLQEQIGW. The MHC is HLA-C06:02 with pseudo-sequence HLA-C06:02. (2) The peptide sequence is YQVAYQATV. The MHC is HLA-A02:06 with pseudo-sequence HLA-A02:06. The binding affinity (normalized) is 0.827. (3) The peptide sequence is SRYFGNVRL. The MHC is HLA-A29:02 with pseudo-sequence HLA-A29:02. The binding affinity (normalized) is 0.0847. (4) The peptide sequence is DDDLVGVSV. The MHC is Mamu-B01 with pseudo-sequence Mamu-B01. The binding affinity (normalized) is 0.